Task: Predict the product of the given reaction.. Dataset: Forward reaction prediction with 1.9M reactions from USPTO patents (1976-2016) (1) Given the reactants C(N(CC)CC)C.C([O:11][CH2:12][C:13](Cl)=[O:14])(=O)C.[CH3:16][C@H:17]1[NH:22][C@@H:21]([CH3:23])[CH2:20][N:19]([C:24]2[N:25]([CH2:46][C:47]([F:50])([F:49])[F:48])[C:26]3[C:31]([N:32]=2)=[C:30]([N:33]2[CH2:38][CH2:37][O:36][CH2:35][CH2:34]2)[N:29]=[C:28]([C:39]2[CH:40]=[N:41][C:42]([NH2:45])=[N:43][CH:44]=2)[N:27]=3)[CH2:18]1.C[O-].[Na+].CO, predict the reaction product. The product is: [NH2:45][C:42]1[N:43]=[CH:44][C:39]([C:28]2[N:27]=[C:26]3[C:31]([N:32]=[C:24]([N:19]4[CH2:18][C@@H:17]([CH3:16])[N:22]([C:12](=[O:11])[CH2:13][OH:14])[C@@H:21]([CH3:23])[CH2:20]4)[N:25]3[CH2:46][C:47]([F:50])([F:49])[F:48])=[C:30]([N:33]3[CH2:38][CH2:37][O:36][CH2:35][CH2:34]3)[N:29]=2)=[CH:40][N:41]=1. (2) Given the reactants [CH:1]1([C:4]2[CH:13]=[CH:12][C:7]([C:8]([O:10][CH3:11])=[O:9])=[C:6]([OH:14])[CH:5]=2)[CH2:3][CH2:2]1.[Br:15]Br, predict the reaction product. The product is: [Br:15][C:13]1[C:4]([CH:1]2[CH2:3][CH2:2]2)=[CH:5][C:6]([OH:14])=[C:7]([CH:12]=1)[C:8]([O:10][CH3:11])=[O:9]. (3) Given the reactants [Cl:1][C:2]1[C:10]([CH3:11])=[CH:9][CH:8]=[CH:7][C:3]=1[C:4]([OH:6])=[O:5].S(=O)(=O)(O)O.[CH3:17]O, predict the reaction product. The product is: [Cl:1][C:2]1[C:10]([CH3:11])=[CH:9][CH:8]=[CH:7][C:3]=1[C:4]([O:6][CH3:17])=[O:5]. (4) Given the reactants [CH2:1]([OH:8])[C:2]1[CH:7]=[CH:6][CH:5]=[CH:4][CH:3]=1.C1CCC(N=C=NC2CCCCC2)CC1.N1C=CC=CC=1.[CH3:30][C:31]1([CH3:44])[CH2:43][O:42][C:34]2([CH2:38][C@@H:37]([C:39](O)=[O:40])[CH2:36][CH2:35]2)[O:33][CH2:32]1, predict the reaction product. The product is: [CH3:30][C:31]1([CH3:44])[CH2:32][O:33][C:34]2([CH2:38][C@@H:37]([C:39]([O:8][CH2:1][C:2]3[CH:7]=[CH:6][CH:5]=[CH:4][CH:3]=3)=[O:40])[CH2:36][CH2:35]2)[O:42][CH2:43]1. (5) The product is: [Br:1][C:2]1[CH:3]=[C:4]([CH:16]=[CH:17][C:18]=1[O:19][CH3:20])[CH2:5][N:6]([C@@H:7]([C:9]1[CH:14]=[CH:13][CH:12]=[C:11]([F:15])[CH:10]=1)[CH3:8])[C:21](=[O:22])[O:23][C:24]([CH3:27])([CH3:26])[CH3:25]. Given the reactants [Br:1][C:2]1[CH:3]=[C:4]([CH:16]=[CH:17][C:18]=1[O:19][CH3:20])[CH2:5][NH:6][C@@H:7]([C:9]1[CH:14]=[CH:13][CH:12]=[C:11]([F:15])[CH:10]=1)[CH3:8].[C:21](O[C:21]([O:23][C:24]([CH3:27])([CH3:26])[CH3:25])=[O:22])([O:23][C:24]([CH3:27])([CH3:26])[CH3:25])=[O:22].C(OCC)C, predict the reaction product. (6) Given the reactants [Br:1][C:2]1[CH:3]=[C:4]([CH:6]=[CH:7][CH:8]=1)[NH2:5].Cl[C:10]1[C:19]2[C:14](=[CH:15][CH:16]=[C:17]([N+:20]([O-:22])=[O:21])[CH:18]=2)[N:13]=[CH:12][N:11]=1, predict the reaction product. The product is: [Br:1][C:2]1[CH:3]=[C:4]([NH:5][C:10]2[C:19]3[C:14](=[CH:15][CH:16]=[C:17]([N+:20]([O-:22])=[O:21])[CH:18]=3)[N:13]=[CH:12][N:11]=2)[CH:6]=[CH:7][CH:8]=1. (7) Given the reactants Br[C:2]1[CH:7]=[C:6]([F:8])[CH:5]=[C:4]([F:9])[CH:3]=1.O1CCCC1.CCCCCC.[C:21]1([C:27]2[C:32]([C:33]3[CH:38]=[CH:37][CH:36]=[CH:35][CH:34]=3)=[N:31][CH:30]=[CH:29][N:28]=2)[CH:26]=[CH:25][CH:24]=[CH:23][CH:22]=1, predict the reaction product. The product is: [F:9][C:4]1[CH:3]=[C:2]([C:30]2[N:31]=[C:32]([C:33]3[CH:34]=[CH:35][CH:36]=[CH:37][CH:38]=3)[C:27]([C:21]3[CH:26]=[CH:25][CH:24]=[CH:23][CH:22]=3)=[N:28][CH:29]=2)[CH:7]=[C:6]([F:8])[CH:5]=1. (8) Given the reactants C[Si]([C:5]#[C:6][C:7]1[N:11]2[CH:12]=[C:13]([C:16]3[CH:26]=[CH:25][C:19]([C:20]([O:22]CC)=[O:21])=[CH:18][CH:17]=3)[CH:14]=[CH:15][C:10]2=[N:9][CH:8]=1)(C)C.[Li+].[OH-], predict the reaction product. The product is: [C:6]([C:7]1[N:11]2[CH:12]=[C:13]([C:16]3[CH:26]=[CH:25][C:19]([C:20]([OH:22])=[O:21])=[CH:18][CH:17]=3)[CH:14]=[CH:15][C:10]2=[N:9][CH:8]=1)#[CH:5].